Dataset: Reaction yield outcomes from USPTO patents with 853,638 reactions. Task: Predict the reaction yield, written as a fraction of the theoretical maximum amount of product (1.0 means a 100% yield; for example, 0.34 means a 34% yield). (1) The reactants are [NH:1]1[CH2:7][CH2:6][CH2:5][CH2:4][C:3]2[CH:8]=[C:9]([NH2:12])[CH:10]=[CH:11][C:2]1=2.C(N([CH:19]([CH3:21])[CH3:20])CC)(C)C.[CH2:22]([O:29][C:30](Cl)=[O:31])[C:23]1[CH:28]=[CH:27][CH:26]=[CH:25][CH:24]=1. The catalyst is ClCCl.C(OCC)(=O)C. The product is [CH2:22]([O:29][C:30]([N:1]1[CH2:7][CH2:6][CH2:5][CH2:4][C:3]2[CH:8]=[C:9]([NH:12][C:30]([O:29][CH2:22][C:20]3[CH:19]=[CH:21][CH:28]=[CH:23][CH:24]=3)=[O:31])[CH:10]=[CH:11][C:2]1=2)=[O:31])[C:23]1[CH:28]=[CH:27][CH:26]=[CH:25][CH:24]=1. The yield is 0.680. (2) The reactants are C[O:2][C:3]([C:5]1[N:6]=[N:7][C:8]([N:11]2[CH2:16][CH2:15][N:14]([C:17](=[O:28])[C:18]3[CH:23]=[CH:22][CH:21]=[CH:20][C:19]=3[C:24]([F:27])([F:26])[F:25])[CH2:13][CH2:12]2)=[CH:9][CH:10]=1)=[O:4].O.[OH-].[Li+].Cl. The catalyst is O1CCCC1.O. The product is [F:27][C:24]([F:25])([F:26])[C:19]1[CH:20]=[CH:21][CH:22]=[CH:23][C:18]=1[C:17]([N:14]1[CH2:15][CH2:16][N:11]([C:8]2[N:7]=[N:6][C:5]([C:3]([OH:4])=[O:2])=[CH:10][CH:9]=2)[CH2:12][CH2:13]1)=[O:28]. The yield is 0.950. (3) The reactants are [Cl:1][C:2]1[CH:7]=[C:6]([Cl:8])[CH:5]=[CH:4][C:3]=1[O:9][C:10]1[CH:15]=[CH:14][CH:13]=[CH:12][C:11]=1[N+:16]([O-])=O.C(OCC)(=O)C. No catalyst specified. The product is [Cl:1][C:2]1[CH:7]=[C:6]([Cl:8])[CH:5]=[CH:4][C:3]=1[O:9][C:10]1[CH:15]=[CH:14][CH:13]=[CH:12][C:11]=1[NH2:16]. The yield is 0.990. (4) The reactants are Cl.[NH2:2][OH:3].[OH-].[Na+].[CH3:6][O:7][C:8]1[CH:9]=[C:10]([CH:13]=[CH:14][CH:15]=1)[CH:11]=O. The catalyst is O. The product is [CH3:6][O:7][C:8]1[CH:9]=[C:10]([CH:13]=[CH:14][CH:15]=1)[CH:11]=[N:2][OH:3]. The yield is 1.00. (5) The reactants are Br[CH:2]([C:6]1[S:7][C:8]([C:17]2[N:21]=[CH:20][N:19](C3CCCCO3)[N:18]=2)=[C:9]([C:11]2[CH:16]=[CH:15][CH:14]=[CH:13][CH:12]=2)[N:10]=1)[C:3]([CH3:5])=O.[NH2:28][C:29]1[S:30][CH:31]=[C:32]([CH3:34])[N:33]=1.Cl.[OH-].[Na+]. The catalyst is C1COCC1.CC(O)C. The product is [CH3:34][C:32]1[N:33]2[C:2]([C:6]3[S:7][C:8]([C:17]4[N:21]=[CH:20][NH:19][N:18]=4)=[C:9]([C:11]4[CH:12]=[CH:13][CH:14]=[CH:15][CH:16]=4)[N:10]=3)=[C:3]([CH3:5])[N:28]=[C:29]2[S:30][CH:31]=1. The yield is 0.0900. (6) The reactants are [NH2:1][C:2]1[C:7]2[C:8](=[O:21])[N:9]([C:13]3[CH:18]=[CH:17][C:16]([OH:19])=[C:15]([F:20])[CH:14]=3)[CH2:10][CH2:11][O:12][C:6]=2[N:5]=[CH:4][N:3]=1.[F:22][C:23]([F:42])([F:41])[S:24](N(C1C=CC=CC=1)[S:24]([C:23]([F:42])([F:41])[F:22])(=[O:26])=[O:25])(=[O:26])=[O:25].C(=O)([O-])[O-].[K+].[K+]. The catalyst is C1COCC1. The product is [F:22][C:23]([F:42])([F:41])[S:24]([O:19][C:16]1[CH:17]=[CH:18][C:13]([N:9]2[C:8](=[O:21])[C:7]3[C:2]([NH2:1])=[N:3][CH:4]=[N:5][C:6]=3[O:12][CH2:11][CH2:10]2)=[CH:14][C:15]=1[F:20])(=[O:26])=[O:25]. The yield is 0.740. (7) The reactants are Br[C:2]1[CH:3]=[C:4]([NH:10][C:11]2[CH:16]=[CH:15][C:14]([C:17]([N:19]3[CH2:24][CH2:23][O:22][CH2:21][C@H:20]3[CH3:25])=[O:18])=[CH:13][N:12]=2)[C:5](=[O:9])[N:6]([CH3:8])[CH:7]=1.[C:26]([O:29][CH2:30][C:31]1[C:32]([N:40]2[CH2:51][CH2:50][N:49]3[C:42](=[CH:43][C:44]4[CH2:45][C:46]([CH3:53])([CH3:52])[CH2:47][C:48]=43)[C:41]2=[O:54])=[N:33][CH:34]=[CH:35][C:36]=1B(O)O)(=[O:28])[CH3:27].[O-]P([O-])([O-])=O.[K+].[K+].[K+].C([O-])(=O)C.[Na+]. The catalyst is C1C=CC(P(C2C=CC=CC=2)[C-]2C=CC=C2)=CC=1.C1C=CC(P(C2C=CC=CC=2)[C-]2C=CC=C2)=CC=1.Cl[Pd]Cl.[Fe+2].O.C(#N)C. The product is [C:26]([O:29][CH2:30][C:31]1[C:32]([N:40]2[CH2:51][CH2:50][N:49]3[C:42](=[CH:43][C:44]4[CH2:45][C:46]([CH3:53])([CH3:52])[CH2:47][C:48]=43)[C:41]2=[O:54])=[N:33][CH:34]=[CH:35][C:36]=1[C:2]1[CH:3]=[C:4]([NH:10][C:11]2[CH:16]=[CH:15][C:14]([C:17]([N:19]3[CH2:24][CH2:23][O:22][CH2:21][C@H:20]3[CH3:25])=[O:18])=[CH:13][N:12]=2)[C:5](=[O:9])[N:6]([CH3:8])[CH:7]=1)(=[O:28])[CH3:27]. The yield is 0.290. (8) The reactants are ClC(O[C:6](=[O:12])OC(Cl)(Cl)Cl)(Cl)Cl.[NH2:13][C:14]1[CH:15]=[C:16]([CH:35]=[CH:36][CH:37]=1)[O:17][C:18]1[CH:32]=[CH:31][C:21]2[N:22]=[C:23]([NH:25][C:26]([CH:28]3[CH2:30][CH2:29]3)=[O:27])[S:24][C:20]=2[C:19]=1[C:33]#[N:34].C(N(CC)CC)C.[F:45][C:46]([F:55])([F:54])[C:47]1[CH:48]=[CH:49][C:50]([NH2:53])=[N:51][CH:52]=1. The catalyst is O1CCCC1.C(OCC)(=O)C. The product is [C:33]([C:19]1[C:20]2[S:24][C:23]([NH:25][C:26]([CH:28]3[CH2:30][CH2:29]3)=[O:27])=[N:22][C:21]=2[CH:31]=[CH:32][C:18]=1[O:17][C:16]1[CH:35]=[CH:36][CH:37]=[C:14]([NH:13][C:6](=[O:12])[NH:53][C:50]2[CH:49]=[CH:48][C:47]([C:46]([F:54])([F:45])[F:55])=[CH:52][N:51]=2)[CH:15]=1)#[N:34]. The yield is 0.370. (9) The reactants are [Cl:1][C:2]1[C:3]([NH:17][C:18]2C=[CH:24][CH:23]=[CH:22][C:19]=2C#N)=[CH:4][C:5]([NH:8][C:9]2[N:13]([CH2:14][CH3:15])[N:12]=[C:11]([CH3:16])[CH:10]=2)=[N:6][CH:7]=1.[OH-].[Na+].[C:28]([O:31]CC)(=[O:30])[CH3:29]. The catalyst is O1CCOCC1. The product is [Cl:1][C:2]1[C:3]([NH:17][C:18]2[CH:19]=[CH:22][CH:23]=[CH:24][C:29]=2[C:28]([OH:31])=[O:30])=[CH:4][C:5]([NH:8][C:9]2[N:13]([CH2:14][CH3:15])[N:12]=[C:11]([CH3:16])[CH:10]=2)=[N:6][CH:7]=1. The yield is 0.661. (10) The reactants are [CH2:1]([O:8][C@@H:9]([CH3:48])[C:10]([NH:12][NH:13][C:14]1[C:19]([C:20]2[CH:25]=[CH:24][C:23]([Cl:26])=[CH:22][CH:21]=2)=[C:18]([C:27]2[CH:32]=[CH:31][C:30]([C:33]#[N:34])=[CH:29][CH:28]=2)[C:17](=[O:35])[N:16]([CH2:36][C:37]2[C:38]([CH3:47])=[N:39][C:40]([C:43]([F:46])([F:45])[F:44])=[CH:41][CH:42]=2)[N:15]=1)=O)[C:2]1[CH:7]=[CH:6][CH:5]=[CH:4][CH:3]=1.O=P(Cl)(Cl)Cl. The catalyst is C1(C)C=CC=CC=1. The product is [CH2:1]([O:8][C@H:9]([C:10]1[N:15]2[N:16]([CH2:36][C:37]3[C:38]([CH3:47])=[N:39][C:40]([C:43]([F:44])([F:45])[F:46])=[CH:41][CH:42]=3)[C:17](=[O:35])[C:18]([C:27]3[CH:28]=[CH:29][C:30]([C:33]#[N:34])=[CH:31][CH:32]=3)=[C:19]([C:20]3[CH:21]=[CH:22][C:23]([Cl:26])=[CH:24][CH:25]=3)[C:14]2=[N:13][N:12]=1)[CH3:48])[C:2]1[CH:7]=[CH:6][CH:5]=[CH:4][CH:3]=1. The yield is 0.440.